Dataset: Full USPTO retrosynthesis dataset with 1.9M reactions from patents (1976-2016). Task: Predict the reactants needed to synthesize the given product. (1) Given the product [CH3:6][O:7][C:8]12[CH2:15][CH2:14][CH:11]([CH2:12][CH2:13]1)[CH2:10][CH2:9]2, predict the reactants needed to synthesize it. The reactants are: [OH-].[K+].O.NN.[CH3:6][O:7][C:8]12[CH2:15][CH2:14][CH:11]([CH2:12][CH2:13]1)[CH2:10][C:9]2=O. (2) Given the product [CH:1]1([O:6][C:53]2[CH:52]=[C:51]3[C:56](=[CH:55][CH:54]=2)[NH:48][N:49]=[CH:50]3)[CH2:5][CH2:4][CH2:3][CH2:2]1, predict the reactants needed to synthesize it. The reactants are: [CH:1]1([OH:6])[CH2:5][CH2:4][CH2:3][CH2:2]1.C1(P(C2C=CC=CC=2)C2C=CC=CC=2)C=CC=CC=1.N(C(OCC1C=CC=CC=1)=O)=NC(OCC1C=CC=CC=1)=O.[NH:48]1[C:56]2[C:51](=[CH:52][C:53](O)=[CH:54][CH:55]=2)[CH:50]=[N:49]1. (3) The reactants are: [Cl:1][C:2]1[CH:23]=[CH:22][C:5]([CH2:6][N:7]2[CH:12]=[C:11]([C:13]3[CH:18]=[CH:17][C:16]([CH2:19][OH:20])=[CH:15][CH:14]=3)[CH:10]=[CH:9][C:8]2=[O:21])=[CH:4][CH:3]=1.I[CH2:25][CH3:26]. Given the product [Cl:1][C:2]1[CH:3]=[CH:4][C:5]([CH2:6][N:7]2[CH:12]=[C:11]([C:13]3[CH:18]=[CH:17][C:16]([CH2:19][O:20][CH2:25][CH3:26])=[CH:15][CH:14]=3)[CH:10]=[CH:9][C:8]2=[O:21])=[CH:22][CH:23]=1, predict the reactants needed to synthesize it. (4) Given the product [Cl:12][C:13]1[CH:18]=[CH:17][CH:16]=[C:15]([Cl:19])[C:14]=1[N:20]1[CH:31]=[CH:30][C:23]2[N:24]=[C:25]([NH:42][C:43]3[CH:44]=[CH:45][C:46]([N:59]4[CH2:60][CH2:61][O:62][CH2:63][CH2:64]4)=[C:47]([CH:58]=3)[CH2:48][N:49]([CH3:57])[C:50](=[O:56])[O:51][C:52]([CH3:54])([CH3:55])[CH3:53])[N:26]=[CH:27][C:22]=2[C:21]1=[O:32], predict the reactants needed to synthesize it. The reactants are: C1C=C(Cl)C=C(C(OO)=O)C=1.[Cl:12][C:13]1[CH:18]=[CH:17][CH:16]=[C:15]([Cl:19])[C:14]=1[N:20]1[CH:31]=[CH:30][C:23]2[N:24]=[C:25](SC)[N:26]=[CH:27][C:22]=2[C:21]1=[O:32].CCN(C(C)C)C(C)C.[NH2:42][C:43]1[CH:44]=[CH:45][C:46]([N:59]2[CH2:64][CH2:63][O:62][CH2:61][CH2:60]2)=[C:47]([CH:58]=1)[CH2:48][N:49]([CH3:57])[C:50](=[O:56])[O:51][C:52]([CH3:55])([CH3:54])[CH3:53]. (5) Given the product [CH2:1]([C:5]1[N:6]=[C:7]([CH3:27])[N:8]([C:31]2[CH:30]=[C:29]([Cl:28])[CH:34]=[C:33]([Cl:35])[CH:32]=2)[C:9](=[O:26])[C:10]=1[CH2:11][C:12]1[CH:17]=[CH:16][C:15]([C:18]2[C:19]([C:24]#[N:25])=[CH:20][CH:21]=[CH:22][CH:23]=2)=[CH:14][CH:13]=1)[CH2:2][CH2:3][CH3:4], predict the reactants needed to synthesize it. The reactants are: [CH2:1]([C:5]1[N:6]=[C:7]([CH3:27])[NH:8][C:9](=[O:26])[C:10]=1[CH2:11][C:12]1[CH:17]=[CH:16][C:15]([C:18]2[C:19]([C:24]#[N:25])=[CH:20][CH:21]=[CH:22][CH:23]=2)=[CH:14][CH:13]=1)[CH2:2][CH2:3][CH3:4].[Cl:28][C:29]1[CH:30]=[C:31](B(O)O)[CH:32]=[C:33]([Cl:35])[CH:34]=1.C(N(CC)CC)C.N1C=CC=CC=1. (6) Given the product [CH2:16]([O:12][CH2:13][C:10]([CH3:11])([OH:9])[CH3:1])[CH:15]=[CH2:14], predict the reactants needed to synthesize it. The reactants are: [CH3:1][Mg]Cl.[NH4+].[Cl-].O.C([O:9][CH2:10][CH3:11])C.[O:12]1[CH2:16][CH2:15][CH2:14][CH2:13]1. (7) Given the product [NH2:11][C:6]1[C:5]([CH2:4][OH:3])=[CH:10][CH:9]=[CH:8][N:7]=1, predict the reactants needed to synthesize it. The reactants are: C([O:3][C:4](=O)[C:5]1[CH:10]=[CH:9][CH:8]=[N:7][C:6]=1[NH2:11])C.[H-].[Al+3].[Li+].[H-].[H-].[H-].O.[OH-].[Na+].